From a dataset of Forward reaction prediction with 1.9M reactions from USPTO patents (1976-2016). Predict the product of the given reaction. (1) Given the reactants [Cr](O[Cr]([O-])(=O)=O)([O-])(=O)=O.[NH+]1C=CC=CC=1.[NH+]1C=CC=CC=1.[C:22]([O:26][C:27](=[O:55])[NH:28][C@@H:29]1[CH2:35][CH2:34][C@@H:33]([C:36]2[CH:41]=[CH:40][CH:39]=[C:38]([F:42])[C:37]=2[F:43])[CH2:32][NH:31]/[C:30]/1=[N:44]\[CH2:45][CH:46](O)[C:47]1([C:50]([F:53])([F:52])[F:51])[CH2:49][CH2:48]1)([CH3:25])([CH3:24])[CH3:23], predict the reaction product. The product is: [C:22]([O:26][C:27](=[O:55])[NH:28][C@@H:29]1[CH2:35][CH2:34][C@@H:33]([C:36]2[CH:41]=[CH:40][CH:39]=[C:38]([F:42])[C:37]=2[F:43])[CH2:32][N:31]2[C:46]([C:47]3([C:50]([F:53])([F:52])[F:51])[CH2:49][CH2:48]3)=[CH:45][N:44]=[C:30]12)([CH3:25])([CH3:24])[CH3:23]. (2) Given the reactants [CH3:1][S:2][C:3]1[N:4]=[CH:5][C:6]2[CH:12]=[CH:11][C:10](=[O:13])[NH:9][C:7]=2[N:8]=1.[Br:14]N1C(=O)CCC1=O, predict the reaction product. The product is: [Br:14][C:11]1[C:10](=[O:13])[NH:9][C:7]2[N:8]=[C:3]([S:2][CH3:1])[N:4]=[CH:5][C:6]=2[CH:12]=1. (3) Given the reactants [CH2:1]([N:8]1[CH2:13][CH2:12][C:11]2([CH2:21][C:20]3[C:15](=[CH:16][C:17]([O:22][CH3:23])=[CH:18][CH:19]=3)[CH:14]2O)[CH2:10][CH2:9]1)[C:2]1[CH:7]=[CH:6][CH:5]=[CH:4][CH:3]=1.FC(F)(F)C(O)=O.C([SiH](CC)CC)C, predict the reaction product. The product is: [CH2:1]([N:8]1[CH2:13][CH2:12][C:11]2([CH2:14][C:15]3[C:20](=[CH:19][CH:18]=[C:17]([O:22][CH3:23])[CH:16]=3)[CH2:21]2)[CH2:10][CH2:9]1)[C:2]1[CH:3]=[CH:4][CH:5]=[CH:6][CH:7]=1.